This data is from Forward reaction prediction with 1.9M reactions from USPTO patents (1976-2016). The task is: Predict the product of the given reaction. (1) Given the reactants [F:1][C:2]([F:7])([F:6])[C:3](O)=[O:4].C1([C@H](NC2C(=O)N(C3C=CC(C(F)(F)F)=CC=3)[C@@H](C3C=CC=C(OCC(F)(F)F)C=3)C=2)C)C=CC=CC=1.FC(F)(F)CO[C:49]1[CH:50]=[C:51]([C@@H:55]2[N:59]([C:60]3[CH:65]=[CH:64][C:63]([C:66]([F:69])([F:68])[F:67])=[CH:62][CH:61]=3)[C:58](=[O:70])[C:57](=O)[CH2:56]2)[CH:52]=[CH:53][CH:54]=1.C(O)(=O)C.[CH3:78][C:79]([NH2:91])([C:81]1[CH:82]=[N:83][C:84]([C:87]([F:90])([F:89])[F:88])=[CH:85][CH:86]=1)[CH3:80].CC(NC1C(=O)N(C2C=CC(C(F)(F)F)=CC=2)[C@@H](C2C=CC=C(OCC(F)(F)F)C=2)C=1)(C1C=NC(C(F)(F)F)=CC=1)C.C([BH3-])#N.[Na+], predict the reaction product. The product is: [CH3:80][C:79]([NH:91][C@@H:57]1[CH2:56][C@H:55]([C:51]2[CH:50]=[CH:49][CH:54]=[C:53]([O:4][CH2:3][C:2]([F:7])([F:6])[F:1])[CH:52]=2)[N:59]([C:60]2[CH:61]=[CH:62][C:63]([C:66]([F:69])([F:68])[F:67])=[CH:64][CH:65]=2)[C:58]1=[O:70])([C:81]1[CH:82]=[N:83][C:84]([C:87]([F:89])([F:90])[F:88])=[CH:85][CH:86]=1)[CH3:78]. (2) Given the reactants [NH2:1][C@@H:2]([C:5]1[CH:10]=[CH:9][CH:8]=[CH:7][CH:6]=1)[CH2:3][OH:4].CN(C)C=O.[CH2:16]1[N:21]([C:22]([C:24]2[CH:29]=[CH:28][C:27]([S:30](Cl)(=[O:32])=[O:31])=[CH:26][CH:25]=2)=[O:23])[CH2:20][CH2:19][N:18]2[CH2:34][CH2:35][CH2:36][C@H:17]12.C(=O)([O-])[O-].[Na+].[Na+], predict the reaction product. The product is: [CH2:16]1[N:21]([C:22]([C:24]2[CH:25]=[CH:26][C:27]([S:30]([NH:1][C@@H:2]([C:5]3[CH:10]=[CH:9][CH:8]=[CH:7][CH:6]=3)[CH2:3][OH:4])(=[O:32])=[O:31])=[CH:28][CH:29]=2)=[O:23])[CH2:20][CH2:19][N:18]2[CH2:34][CH2:35][CH2:36][C@H:17]12.